Dataset: Forward reaction prediction with 1.9M reactions from USPTO patents (1976-2016). Task: Predict the product of the given reaction. (1) Given the reactants Cl[CH2:2][C:3]([NH:5][CH2:6][C:7]1[N:8]=[C:9]2[C:14](=[C:15]3[C:20]=1[CH:19]=[CH:18][CH:17]=[CH:16]3)[CH:13]=[CH:12][CH:11]=[CH:10]2)=[O:4].[NH:21]1[CH2:32][CH2:31][NH:30][CH2:29][CH2:28][NH:27][CH2:26][CH2:25][NH:24][CH2:23][CH2:22]1.C(N(CC)CC)C, predict the reaction product. The product is: [CH:13]1[C:14]2[C:9](=[N:8][C:7]([CH2:6][NH:5][C:3](=[O:4])[CH2:2][N:21]3[CH2:32][CH2:31][NH:30][CH2:29][CH2:28][NH:27][CH2:26][CH2:25][NH:24][CH2:23][CH2:22]3)=[C:20]3[C:15]=2[CH:16]=[CH:17][CH:18]=[CH:19]3)[CH:10]=[CH:11][CH:12]=1. (2) Given the reactants C1([O:7][C:8](=O)[NH:9][C:10]2[C:19]3[C:14](=[CH:15][CH:16]=[CH:17][CH:18]=3)[C:13]([O:20][C:21]3[CH:26]=[CH:25][N:24]=[C:23]([NH:27][C:28]4[CH:33]=[C:32]([O:34][CH2:35][CH2:36][O:37][CH2:38][CH2:39][O:40][CH2:41][CH2:42][O:43][CH3:44])[CH:31]=[C:30]([O:45][CH3:46])[CH:29]=4)[N:22]=3)=[CH:12][CH:11]=2)C=CC=CC=1.[NH2:48][C:49]1[C:57]2[O:56][C:55](=[O:58])[NH:54][C:53]=2[CH:52]=[C:51]([C:59]([CH3:62])([CH3:61])[CH3:60])[CH:50]=1, predict the reaction product. The product is: [C:59]([C:51]1[CH:50]=[C:49]([NH:48][C:8]([NH:9][C:10]2[C:19]3[C:14](=[CH:15][CH:16]=[CH:17][CH:18]=3)[C:13]([O:20][C:21]3[CH:26]=[CH:25][N:24]=[C:23]([NH:27][C:28]4[CH:33]=[C:32]([O:34][CH2:35][CH2:36][O:37][CH2:38][CH2:39][O:40][CH2:41][CH2:42][O:43][CH3:44])[CH:31]=[C:30]([O:45][CH3:46])[CH:29]=4)[N:22]=3)=[CH:12][CH:11]=2)=[O:7])[C:57]2[O:56][C:55](=[O:58])[NH:54][C:53]=2[CH:52]=1)([CH3:62])([CH3:61])[CH3:60]. (3) Given the reactants B(Br)(Br)Br.C[O:6][C:7]1[CH:12]=[CH:11][C:10]([CH3:13])=[CH:9][C:8]=1[C:14]1[N:23]=[C:22]([NH:24][C@H:25]2[CH2:29][CH2:28][N:27](C(OC(C)(C)C)=O)[CH2:26]2)[C:21]2[C:16](=[CH:17][CH:18]=[CH:19][CH:20]=2)[N:15]=1, predict the reaction product. The product is: [CH3:13][C:10]1[CH:11]=[CH:12][C:7]([OH:6])=[C:8]([C:14]2[N:23]=[C:22]([NH:24][C@H:25]3[CH2:29][CH2:28][NH:27][CH2:26]3)[C:21]3[C:16](=[CH:17][CH:18]=[CH:19][CH:20]=3)[N:15]=2)[CH:9]=1. (4) Given the reactants [I:1][C:2]1[C:3]([CH2:11][C:12]2[NH:13][C:14]3[C:19]([N:20]=2)=[C:18]([NH2:21])[N:17]=[CH:16][N:15]=3)=[CH:4][C:5]2[O:9][CH2:8][O:7][C:6]=2[CH:10]=1.[C:22]([O:26][C:27]([N:29]([CH:44]([CH3:46])[CH3:45])[CH:30](OS(C1C=CC(C)=CC=1)(=O)=O)[CH2:31][CH3:32])=[O:28])([CH3:25])([CH3:24])[CH3:23].C([O-])([O-])=O.[Cs+].[Cs+], predict the reaction product. The product is: [C:22]([O:26][C:27](=[O:28])[N:29]([CH2:30][CH2:31][CH2:32][N:13]1[C:12]([CH2:11][C:3]2[C:2]([I:1])=[CH:10][C:6]3[O:7][CH2:8][O:9][C:5]=3[CH:4]=2)=[N:20][C:19]2[C:14]1=[N:15][CH:16]=[N:17][C:18]=2[NH2:21])[CH:44]([CH3:45])[CH3:46])([CH3:24])([CH3:25])[CH3:23]. (5) Given the reactants [OH:1][CH:2]([C@@H:14]([NH:19][C:20](=[O:36])[O:21][CH2:22][C:23]1([CH2:27][O:28][C:29]2[CH:34]=[CH:33][N:32]=[C:31]([Cl:35])[N:30]=2)[CH2:26][CH2:25][CH2:24]1)[CH2:15][CH2:16][CH2:17][CH3:18])[C:3](=[O:13])[NH:4][C@@H:5]([C:7]1[CH:12]=[CH:11][CH:10]=[CH:9][CH:8]=1)[CH3:6].C(=O)(O)[O-].[Na+].CC(OI1(OC(C)=O)(OC(C)=O)OC(=O)C2C=CC=CC1=2)=O.C(OCC)(=O)C.CCCCCC, predict the reaction product. The product is: [O:13]=[C:3]([NH:4][C@@H:5]([C:7]1[CH:12]=[CH:11][CH:10]=[CH:9][CH:8]=1)[CH3:6])[C:2]([C@@H:14]([NH:19][C:20](=[O:36])[O:21][CH2:22][C:23]1([CH2:27][O:28][C:29]2[CH:34]=[CH:33][N:32]=[C:31]([Cl:35])[N:30]=2)[CH2:26][CH2:25][CH2:24]1)[CH2:15][CH2:16][CH2:17][CH3:18])=[O:1]. (6) Given the reactants Cl[C:2]1[C:11]2[C:10](=[O:12])[N:9]=[C:8]([C:13]3[CH:14]=[C:15]([S:23]([N:26]4[CH2:30][CH2:29][C@@H:28]([N:31]([CH3:33])[CH3:32])[CH2:27]4)(=[O:25])=[O:24])[CH:16]=[CH:17][C:18]=3[O:19][CH2:20][CH2:21][CH3:22])[NH:7][C:6]=2[C:5]2=[CH:34][N:35]([CH2:37][C:38]3[CH:43]=[CH:42][C:41]([O:44][CH3:45])=[CH:40][CH:39]=3)[N:36]=[C:4]2[N:3]=1.[Cl:46][C:47]1[CH:48]=[C:49]([CH:52]=[CH:53][C:54]=1[O:55][CH3:56])[CH2:50][NH2:51].Cl.CCN(C(C)C)C(C)C, predict the reaction product. The product is: [CH3:32][N:31]([CH3:33])[C@@H:28]1[CH2:29][CH2:30][N:26]([S:23]([C:15]2[CH:16]=[CH:17][C:18]([O:19][CH2:20][CH2:21][CH3:22])=[C:13]([C:8]3[NH:7][C:6]4[C:5]5[C:4](=[N:36][N:35]([CH2:37][C:38]6[CH:39]=[CH:40][C:41]([O:44][CH3:45])=[CH:42][CH:43]=6)[CH:34]=5)[N:3]=[C:2]([NH:51][CH2:50][C:49]5[CH:52]=[CH:53][C:54]([O:55][CH3:56])=[C:47]([Cl:46])[CH:48]=5)[C:11]=4[C:10](=[O:12])[N:9]=3)[CH:14]=2)(=[O:25])=[O:24])[CH2:27]1.